Dataset: Full USPTO retrosynthesis dataset with 1.9M reactions from patents (1976-2016). Task: Predict the reactants needed to synthesize the given product. (1) Given the product [F:1][C:2]1[C:7]([O:8][CH3:9])=[CH:6][C:5]([O:10][CH3:11])=[C:4]([F:12])[C:3]=1[N:13]1[CH2:18][C:17]2[CH:19]=[N:20][C:21]3[NH:25][C:24](=[O:34])[C:23]4([CH2:45][CH2:44]4)[C:22]=3[C:16]=2[N:15]([CH3:35])[C:14]1=[O:36], predict the reactants needed to synthesize it. The reactants are: [F:1][C:2]1[C:7]([O:8][CH3:9])=[CH:6][C:5]([O:10][CH3:11])=[C:4]([F:12])[C:3]=1[N:13]1[CH2:18][C:17]2[CH:19]=[N:20][C:21]3[N:25](COCC[Si](C)(C)C)[C:24](=[O:34])[CH2:23][C:22]=3[C:16]=2[N:15]([CH3:35])[C:14]1=[O:36].C(=O)([O-])[O-].[Cs+].[Cs+].Br[CH2:44][CH2:45]Cl. (2) Given the product [CH:21]1([CH2:20][NH:19][N:16]2[C:17](=[O:18])[C:12]([C:4]3[NH:5][C:6]4[CH:11]=[CH:10][CH:9]=[CH:8][C:7]=4[S:2](=[O:1])(=[O:28])[N:3]=3)=[C:13]([OH:27])[C:14]3[S:26][CH:25]=[CH:24][C:15]2=3)[CH2:22][CH2:23]1, predict the reactants needed to synthesize it. The reactants are: [O:1]=[S:2]1(=[O:28])[C:7]2[CH:8]=[CH:9][CH:10]=[CH:11][C:6]=2[NH:5][C:4]([C:12]2[C:17](=[O:18])[N:16]([N:19]=[CH:20][CH:21]([CH3:23])[CH3:22])[C:15]3[CH:24]=[CH:25][S:26][C:14]=3[C:13]=2[OH:27])=[N:3]1.CO.[BH4-].[Li+].Cl. (3) Given the product [Br-:1].[CH2:2]([N+:9]1[CH:10]=[CH:11][N:7]([CH3:6])[CH:8]=1)[CH2:3][CH2:4][CH3:5], predict the reactants needed to synthesize it. The reactants are: [Br:1][CH2:2][CH2:3][CH2:4][CH3:5].[CH3:6][N:7]1[CH:11]=[CH:10][N:9]=[CH:8]1. (4) Given the product [C:15]([O:14][C:12]([NH:2][C:3]([CH2:10][F:11])([CH2:8][F:9])[C:4]([OH:6])=[O:5])=[O:13])([CH3:18])([CH3:17])[CH3:16], predict the reactants needed to synthesize it. The reactants are: Cl.[NH2:2][C:3]([CH2:10][F:11])([CH2:8][F:9])[C:4]([O:6]C)=[O:5].[C:12](O[C:12]([O:14][C:15]([CH3:18])([CH3:17])[CH3:16])=[O:13])([O:14][C:15]([CH3:18])([CH3:17])[CH3:16])=[O:13]. (5) Given the product [Cl:1][C:2]1[C:7]([C:8]2([F:21])[CH2:11][O:10][CH2:9]2)=[CH:6][N:5]=[C:4]([C:13]#[N:14])[CH:3]=1, predict the reactants needed to synthesize it. The reactants are: [Cl:1][C:2]1[C:7]([C:8]2(O)[CH2:11][O:10][CH2:9]2)=[CH:6][N:5]=[C:4]([C:13]#[N:14])[CH:3]=1.CCN(S(F)(F)[F:21])CC. (6) The reactants are: [F:1][C:2]1[C:3]([C:16]2[S:20][C:19]3[C:21]([C:25]4[CH:32]=[CH:31][CH:30]=[CH:29][C:26]=4[CH:27]=O)=[CH:22][CH:23]=[CH:24][C:18]=3[CH:17]=2)=[N:4][C:5]([NH:8][CH2:9][CH2:10][N:11]2[CH:15]=[CH:14][N:13]=[N:12]2)=[N:6][CH:7]=1.[C:33]([BH3-])#[N:34].CC(C)(C)C(O)=O.CN. Given the product [N:11]1([CH2:10][CH2:9][NH:8][C:5]2[N:4]=[C:3]([C:16]3[S:20][C:19]4[C:21]([C:25]5[CH:32]=[CH:31][CH:30]=[CH:29][C:26]=5[CH2:27][NH:34][CH3:33])=[CH:22][CH:23]=[CH:24][C:18]=4[CH:17]=3)[C:2]([F:1])=[CH:7][N:6]=2)[CH:15]=[CH:14][N:13]=[N:12]1, predict the reactants needed to synthesize it.